Dataset: NCI-60 drug combinations with 297,098 pairs across 59 cell lines. Task: Regression. Given two drug SMILES strings and cell line genomic features, predict the synergy score measuring deviation from expected non-interaction effect. (1) Drug 1: C1CC(C1)(C(=O)O)C(=O)O.[NH2-].[NH2-].[Pt+2]. Drug 2: CN1C(=O)N2C=NC(=C2N=N1)C(=O)N. Cell line: SN12C. Synergy scores: CSS=4.91, Synergy_ZIP=-2.56, Synergy_Bliss=0.313, Synergy_Loewe=-6.48, Synergy_HSA=-1.82. (2) Drug 1: CCCS(=O)(=O)NC1=C(C(=C(C=C1)F)C(=O)C2=CNC3=C2C=C(C=N3)C4=CC=C(C=C4)Cl)F. Drug 2: CC(C1=C(C=CC(=C1Cl)F)Cl)OC2=C(N=CC(=C2)C3=CN(N=C3)C4CCNCC4)N. Cell line: TK-10. Synergy scores: CSS=11.9, Synergy_ZIP=-2.14, Synergy_Bliss=1.97, Synergy_Loewe=1.18, Synergy_HSA=1.37.